Dataset: Catalyst prediction with 721,799 reactions and 888 catalyst types from USPTO. Task: Predict which catalyst facilitates the given reaction. Reactant: [C:1]12([C:11](=[O:25])[CH2:12][S:13]([C:15]3[CH:20]=[CH:19][C:18]([NH:21][C:22](=[O:24])[CH3:23])=[CH:17][CH:16]=3)=[O:14])[CH2:10][CH:5]3[CH2:6][CH:7]([CH2:9][CH:3]([CH2:4]3)[CH2:2]1)[CH2:8]2.C1C=C(Cl)C=C(C(OO)=[O:34])C=1. Product: [C:1]12([C:11](=[O:25])[CH2:12][S:13]([C:15]3[CH:16]=[CH:17][C:18]([NH:21][C:22](=[O:24])[CH3:23])=[CH:19][CH:20]=3)(=[O:34])=[O:14])[CH2:8][CH:7]3[CH2:9][CH:3]([CH2:4][CH:5]([CH2:6]3)[CH2:10]1)[CH2:2]2. The catalyst class is: 2.